Dataset: Forward reaction prediction with 1.9M reactions from USPTO patents (1976-2016). Task: Predict the product of the given reaction. (1) Given the reactants C(O)(=[O:13])CCCCCCCCCCC.[CH2:15]1[CH2:20][CH2:19][CH:18]([N:21]=[C:22]=[N:23][CH:24]2[CH2:29][CH2:28][CH2:27][CH2:26][CH2:25]2)[CH2:17][CH2:16]1, predict the reaction product. The product is: [C:22]([NH:21][CH:18]1[CH2:17][CH2:16][CH2:15][CH2:20][CH2:19]1)([NH:23][CH:24]1[CH2:29][CH2:28][CH2:27][CH2:26][CH2:25]1)=[O:13]. (2) Given the reactants [CH3:1][O:2][C:3]1[CH:12]=[CH:11][C:6]2[C:7](=[O:10])[CH2:8][O:9][C:5]=2[C:4]=1[C:13]#[C:14][CH:15]1[CH2:20][CH2:19][N:18]([C:21]([O:23][C:24]([CH3:27])([CH3:26])[CH3:25])=[O:22])[CH2:17][CH2:16]1.[NH:28]1[C:36]2[C:31](=[CH:32][CH:33]=[CH:34][CH:35]=2)[C:30]([CH:37]=O)=[N:29]1, predict the reaction product. The product is: [NH:28]1[C:36]2[C:31](=[CH:32][CH:33]=[CH:34][CH:35]=2)[C:30](/[CH:37]=[C:8]2\[O:9][C:5]3[C:4]([C:13]#[C:14][CH:15]4[CH2:20][CH2:19][N:18]([C:21]([O:23][C:24]([CH3:27])([CH3:26])[CH3:25])=[O:22])[CH2:17][CH2:16]4)=[C:3]([O:2][CH3:1])[CH:12]=[CH:11][C:6]=3[C:7]\2=[O:10])=[N:29]1. (3) Given the reactants C[O:2][C:3]([C:5]1[S:6][C:7]([C:28]#[C:29][C:30]([CH3:33])([CH3:32])[CH3:31])=[CH:8][C:9]=1[N:10]([C:18](=[O:27])[C:19]1[CH:24]=[CH:23][C:22]([Cl:25])=[CH:21][C:20]=1[Cl:26])[CH:11]1[CH2:16][CH2:15][N:14]([CH3:17])[CH2:13][CH2:12]1)=[O:4].O.[OH-].[Li+], predict the reaction product. The product is: [Cl-:25].[C:3]([C:5]1[S:6][C:7]([C:28]#[C:29][C:30]([CH3:33])([CH3:32])[CH3:31])=[CH:8][C:9]=1[N:10]([C:18](=[O:27])[C:19]1[CH:24]=[CH:23][C:22]([Cl:25])=[CH:21][C:20]=1[Cl:26])[CH:11]1[CH2:16][CH2:15][NH+:14]([CH3:17])[CH2:13][CH2:12]1)([OH:4])=[O:2].